Task: Predict the product of the given reaction.. Dataset: Forward reaction prediction with 1.9M reactions from USPTO patents (1976-2016) (1) Given the reactants Cl.[NH2:2][C:3]1[C:8]2[C:9]([C:12]3[CH:17]=[CH:16][C:15]([NH:18][C:19]([NH:21][C:22]4[CH:27]=[CH:26][CH:25]=[C:24]([F:28])[CH:23]=4)=[O:20])=[CH:14][CH:13]=3)=[CH:10][S:11][C:7]=2[C:6]([C:29]2[CH:30]=[N:31][N:32]([CH2:34][CH2:35][OH:36])[CH:33]=2)=[CH:5][N:4]=1, predict the reaction product. The product is: [NH2:2][C:3]1[C:8]2[C:9]([C:12]3[CH:13]=[CH:14][C:15]([NH:18][C:19]([NH:21][C:22]4[CH:27]=[CH:26][CH:25]=[C:24]([F:28])[CH:23]=4)=[O:20])=[CH:16][CH:17]=3)=[CH:10][S:11][C:7]=2[C:6]([C:29]2[CH:30]=[N:31][N:32]([CH2:34][CH2:35][OH:36])[CH:33]=2)=[CH:5][N:4]=1. (2) Given the reactants [NH2:1][C:2]1[S:3][C:4]([CH3:12])=[C:5]([CH2:7][C:8]([O:10][CH3:11])=[O:9])[N:6]=1.[Cl:13][C:14]1[C:15]([C:31]#[N:32])=[C:16]([CH:28]=[CH:29][CH:30]=1)[O:17][C:18]1[CH:23]=[CH:22][C:21]([S:24](Cl)(=[O:26])=[O:25])=[CH:20][CH:19]=1, predict the reaction product. The product is: [Cl:13][C:14]1[C:15]([C:31]#[N:32])=[C:16]([CH:28]=[CH:29][CH:30]=1)[O:17][C:18]1[CH:19]=[CH:20][C:21]([S:24]([NH:1][C:2]2[S:3][C:4]([CH3:12])=[C:5]([CH2:7][C:8]([O:10][CH3:11])=[O:9])[N:6]=2)(=[O:25])=[O:26])=[CH:22][CH:23]=1. (3) Given the reactants [C:1]([O:5][C:6]([N:8]1[CH2:12][CH2:11][CH2:10][CH:9]1[C:13]1[NH:14][C:15]([C:18]2[CH:23]=[CH:22][C:21](Br)=[C:20](CN(C(OC(C)(C)C)=O)C)[CH:19]=2)=[CH:16][N:17]=1)=[O:7])([CH3:4])([CH3:3])[CH3:2].[C:35]([O:39][C:40]([N:42]1[CH2:46][CH2:45][CH2:44][CH:43]1[C:47]1[NH:48][C:49]([C:52]2[CH:57]=[CH:56][C:55](B3OC(C)(C)C(C)(C)O3)=[C:54](C(OC)=O)[CH:53]=2)=[CH:50][N:51]=1)=[O:41])([CH3:38])([CH3:37])[CH3:36].C(=O)(O)[O-].[Na+], predict the reaction product. The product is: [C:35]([O:39][C:40]([N:42]1[CH2:46][CH2:45][CH2:44][CH:43]1[C:47]1[NH:48][C:49]([C:52]2[CH:57]=[CH:56][C:55]([C:21]3[CH:20]=[CH:19][C:18]([C:15]4[NH:14][C:13]([CH:9]5[CH2:10][CH2:11][CH2:12][N:8]5[C:6]([O:5][C:1]([CH3:4])([CH3:2])[CH3:3])=[O:7])=[N:17][CH:16]=4)=[CH:23][CH:22]=3)=[CH:54][CH:53]=2)=[CH:50][N:51]=1)=[O:41])([CH3:38])([CH3:36])[CH3:37]. (4) Given the reactants [CH2:1]([O:8][C:9]1[CH:18]=[CH:17][C:12]([C:13]([O:15][CH3:16])=[O:14])=[C:11]([OH:19])[CH:10]=1)[C:2]1[CH:7]=[CH:6][CH:5]=[CH:4][CH:3]=1.C(OC([N:27]1[CH2:32][CH2:31][CH:30](O)[CH2:29][CH2:28]1)=O)(C)(C)C.C1(P(C2C=CC=CC=2)C2C=CC=CC=2)C=CC=CC=1, predict the reaction product. The product is: [CH2:1]([O:8][C:9]1[CH:18]=[CH:17][C:12]([C:13]([O:15][CH3:16])=[O:14])=[C:11]([O:19][CH:30]2[CH2:31][CH2:32][NH:27][CH2:28][CH2:29]2)[CH:10]=1)[C:2]1[CH:3]=[CH:4][CH:5]=[CH:6][CH:7]=1. (5) Given the reactants [C:1]([O:5][C:6]([NH:8][CH2:9][C@@H:10]([CH3:14])[C:11]([O-:13])=O)=[O:7])([CH3:4])([CH3:3])[CH3:2].CN1CCOCC1.ClC(OCC(C)C)=O.C1(C)C(S(O)(=O)=O)=CC=CC=1.[NH2:41][CH2:42][C@@H:43]([CH2:54][CH:55]([CH3:57])[CH3:56])[C:44]([O:46][CH2:47][C:48]1[CH:53]=[CH:52][CH:51]=[CH:50][CH:49]=1)=[O:45], predict the reaction product. The product is: [C:1]([O:5][C:6]([NH:8][CH2:9][C@@H:10]([CH3:14])[C:11]([NH:41][CH2:42][C@@H:43]([CH2:54][CH:55]([CH3:57])[CH3:56])[C:44]([O:46][CH2:47][C:48]1[CH:53]=[CH:52][CH:51]=[CH:50][CH:49]=1)=[O:45])=[O:13])=[O:7])([CH3:2])([CH3:3])[CH3:4]. (6) Given the reactants [H-].[Na+].[CH3:3][C:4]1[CH:5]=[C:6]([CH:25]=[CH:26][C:27]=1[CH3:28])[C:7]([C:9]1[C:18](=[O:19])[C:17]2[CH:16]=[C:15]3[O:20][C:21]([F:24])([F:23])[O:22][C:14]3=[CH:13][C:12]=2[NH:11][CH:10]=1)=[O:8].[F:29][C:30]1[CH:37]=[CH:36][CH:35]=[CH:34][C:31]=1[CH2:32]Br, predict the reaction product. The product is: [CH3:3][C:4]1[CH:5]=[C:6]([CH:25]=[CH:26][C:27]=1[CH3:28])[C:7]([C:9]1[C:18](=[O:19])[C:17]2[CH:16]=[C:15]3[O:20][C:21]([F:23])([F:24])[O:22][C:14]3=[CH:13][C:12]=2[N:11]([CH2:32][C:31]2[CH:34]=[CH:35][CH:36]=[CH:37][C:30]=2[F:29])[CH:10]=1)=[O:8]. (7) Given the reactants F[C:2]1[CH:7]=[CH:6][C:5]([N+:8]([O-:10])=[O:9])=[CH:4][C:3]=1[CH3:11].ClC1C=[CH:15][C:16]([S:21]CC)=C(C=1)C#N, predict the reaction product. The product is: [CH2:16]([S:21][C:2]1[CH:7]=[CH:6][C:5]([N+:8]([O-:10])=[O:9])=[CH:4][C:3]=1[CH3:11])[CH3:15]. (8) Given the reactants C([CH2:4][O:5][C:6]1[CH:26]=[CH:25][CH:24]=[C:23]([OH:27])[C:7]=1[C:8](=O)[CH:9]=[CH:10][CH:11]1[CH:16]=[CH:15][C:14]([O:17][CH2:18][CH2:19][CH2:20][OH:21])=[CH:13][CH2:12]1)(O)=O.C([O-])(=O)C.[Na+].C(OC(=O)C)(=O)C.O, predict the reaction product. The product is: [OH:27][C:23]1[C:7]2[C:8]([CH2:9][CH2:10][C:11]3[CH:12]=[CH:13][C:14]([O:17][CH2:18][CH2:19][CH2:20][OH:21])=[CH:15][CH:16]=3)=[CH:4][O:5][C:6]=2[CH:26]=[CH:25][CH:24]=1.